From a dataset of Experimentally validated miRNA-target interactions with 360,000+ pairs, plus equal number of negative samples. Binary Classification. Given a miRNA mature sequence and a target amino acid sequence, predict their likelihood of interaction. (1) The miRNA is hsa-miR-4519 with sequence CAGCAGUGCGCAGGGCUG. The protein sequence of the target gene is MAKQPTVLWAQRESLVYLTIEVDEAKIEELKGEGNKLHFQGSSKTDKYEATLEFFDEIDPASVKHTGSSTRVVEITVQKKTPAWWPRLLQNKGKVHWLKVDFGKWKDEDEDDEAEDAGAGIGGGMANGFDLNQYMSQMGGAGGADFGGLEDDEEDDDMPDLEDNEEEEGKNGTRA. Result: 0 (no interaction). (2) The miRNA is hsa-miR-1324 with sequence CCAGACAGAAUUCUAUGCACUUUC. The protein sequence of the target gene is MDEESLDGLLFKDHDFSSDLLRQLNSLRQSRILTDVSICAGAREIPCHRNVLASSSPYFRAMFCSSFREKSEAKVQLKGIDPPTLDQIVSYVYTGEAHIATDNVLPVMEAASMLQFPKLFEACSSYLQSQLAPSNCLGMIRLSEILSCETLKKKAREVALTSFPEVAASADLKELCALELRDYLGDDGLCGEEEKVFEALMVWIKHDLQARKRYMQELFKQVRLQYIHPAFFHHFIANDALLQSSPACQIILETAKRQMFSLCGTTVPDCKLLLHVPPRNSYQDFLILLGGRKDSQQTTR.... Result: 1 (interaction).